From a dataset of Forward reaction prediction with 1.9M reactions from USPTO patents (1976-2016). Predict the product of the given reaction. (1) Given the reactants [OH:1][CH:2]([CH2:10][CH3:11])[C:3]#[C:4][CH2:5][C:6]([O:8][CH3:9])=[O:7].N1C=CC=CC=1.[C:18](Cl)(=[O:20])[CH3:19], predict the reaction product. The product is: [C:18]([O:1][CH:2]([CH2:10][CH3:11])[C:3]#[C:4][CH2:5][C:6]([O:8][CH3:9])=[O:7])(=[O:20])[CH3:19]. (2) Given the reactants [F:1][C:2]1[CH:27]=[CH:26][C:5]([O:6][C:7]2[CH:12]=[CH:11][CH:10]=[CH:9][C:8]=2[NH:13][S:14]([C:17]2[CH:25]=[CH:24][C:20]([C:21](O)=[O:22])=[CH:19][CH:18]=2)(=[O:16])=[O:15])=[CH:4][CH:3]=1.[C:28]([O:32][C:33]([N:35]1[CH2:40][CH2:39][CH:38]([CH2:41][NH:42][C:43](=[O:46])[CH2:44][NH2:45])[CH2:37][CH2:36]1)=[O:34])([CH3:31])([CH3:30])[CH3:29], predict the reaction product. The product is: [C:28]([O:32][C:33]([N:35]1[CH2:40][CH2:39][CH:38]([CH2:41][NH:42][C:43](=[O:46])[CH2:44][NH:45][C:21](=[O:22])[C:20]2[CH:24]=[CH:25][C:17]([S:14](=[O:15])(=[O:16])[NH:13][C:8]3[CH:9]=[CH:10][CH:11]=[CH:12][C:7]=3[O:6][C:5]3[CH:26]=[CH:27][C:2]([F:1])=[CH:3][CH:4]=3)=[CH:18][CH:19]=2)[CH2:37][CH2:36]1)=[O:34])([CH3:31])([CH3:29])[CH3:30]. (3) Given the reactants [C:1]1([C:7]2[N:12]=[C:11]3[S:13][C:14]4[CH2:18][CH2:17][CH2:16][C:15]=4[C:10]3=[C:9]([C:19]3[CH:24]=[CH:23][C:22]([CH3:25])=[CH:21][CH:20]=3)[C:8]=2[CH:26]([CH2:31][CH2:32][CH3:33])[C:27]([O:29]C)=[O:28])[CH:6]=[CH:5][CH:4]=[CH:3][CH:2]=1.[OH-].[Na+], predict the reaction product. The product is: [C:1]1([C:7]2[N:12]=[C:11]3[S:13][C:14]4[CH2:18][CH2:17][CH2:16][C:15]=4[C:10]3=[C:9]([C:19]3[CH:20]=[CH:21][C:22]([CH3:25])=[CH:23][CH:24]=3)[C:8]=2[CH:26]([CH2:31][CH2:32][CH3:33])[C:27]([OH:29])=[O:28])[CH:6]=[CH:5][CH:4]=[CH:3][CH:2]=1.